From a dataset of Retrosynthesis with 50K atom-mapped reactions and 10 reaction types from USPTO. Predict the reactants needed to synthesize the given product. (1) Given the product COc1cc(OC)c(F)c(N2Cc3cnc(NCCN4CCOCC4)cc3C3(CC3)C2=O)c1F, predict the reactants needed to synthesize it. The reactants are: COc1cc(OC)c(F)c(N2Cc3cnc(Cl)cc3C3(CC3)C2=O)c1F.NCCN1CCOCC1. (2) Given the product COc1cccc(C2CCC(=O)N2)c1, predict the reactants needed to synthesize it. The reactants are: CCOC(=O)CCC(N)c1cccc(OC)c1. (3) Given the product COC(=O)[C@H](Cc1ccccc1)NC(=O)[C@H](CC(=O)O)NC(=O)[C@H]1CCCN1, predict the reactants needed to synthesize it. The reactants are: COC(=O)[C@H](Cc1ccccc1)NC(=O)[C@H](CC(=O)O)NC(=O)[C@H]1CCCN1C(=O)OCc1ccccc1. (4) Given the product CCN(CC)C(=O)c1oc2nc(-c3ccccc3Cl)c(-c3ccc(Cl)cc3)cc2c1N, predict the reactants needed to synthesize it. The reactants are: CCN(CC)C(=O)c1oc2nc(-c3ccccc3Cl)c(-c3ccc(Cl)cc3)cc2c1NC(=O)C(F)(F)F. (5) The reactants are: COc1cc2ncc3c(N)nc(-c4cncc(Br)c4)cc3c2cc1OC.COc1cccc(N)c1. Given the product COc1cccc(Nc2cncc(-c3cc4c(cnc5cc(OC)c(OC)cc54)c(N)n3)c2)c1, predict the reactants needed to synthesize it. (6) Given the product O=[N+]([O-])c1ccc(F)cc1Nc1ccc(CCO)cc1, predict the reactants needed to synthesize it. The reactants are: Nc1ccc(CCO)cc1.O=[N+]([O-])c1ccc(F)cc1F. (7) Given the product C=CCOc1c(F)c(OCc2ccccc2)c(F)c(F)c1[N+](=O)[O-], predict the reactants needed to synthesize it. The reactants are: C=CC[O-].O=[N+]([O-])c1c(F)c(F)c(OCc2ccccc2)c(F)c1F. (8) The reactants are: CC(C)(C)OC(=O)Nc1ccc(O)cc1.O=C(Nc1ccc(F)c([N+](=O)[O-])c1)c1ccccc1. Given the product CC(C)(C)OC(=O)Nc1ccc(Oc2ccc(NC(=O)c3ccccc3)cc2[N+](=O)[O-])cc1, predict the reactants needed to synthesize it. (9) Given the product COc1cc2c(cc1OC)C1Cc3ccccc3CC(=O)N1CC2, predict the reactants needed to synthesize it. The reactants are: COc1cc2c(cc1OC)C(Cc1ccccc1CC(=O)O)NCC2. (10) Given the product COc1cc(Cn2c3ccccc3c3c(OC(C(=O)O)c4ccccc4)cccc32)ccc1OCc1nc(-c2ccco2)oc1C, predict the reactants needed to synthesize it. The reactants are: COc1cc(CCl)ccc1OCc1nc(-c2ccco2)oc1C.O=C(O)C(Oc1cccc2[nH]c3ccccc3c12)c1ccccc1.